From a dataset of Forward reaction prediction with 1.9M reactions from USPTO patents (1976-2016). Predict the product of the given reaction. (1) Given the reactants [CH3:1][N:2]1[CH:6]=[CH:5][N:4]=[CH:3]1.C([Li])CCC.[C:12]([C:14]1[CH:19]=[CH:18][C:17]([NH:20][C:21]2[C:29]([F:30])=[C:28]([F:31])[CH:27]=[CH:26][C:22]=2[C:23](O)=[O:24])=[C:16]([F:32])[CH:15]=1)#[CH:13], predict the reaction product. The product is: [C:12]([C:14]1[CH:19]=[CH:18][C:17]([NH:20][C:21]2[C:29]([F:30])=[C:28]([F:31])[CH:27]=[CH:26][C:22]=2[C:23]([C:3]2[N:2]([CH3:1])[CH:6]=[CH:5][N:4]=2)=[O:24])=[C:16]([F:32])[CH:15]=1)#[CH:13]. (2) Given the reactants [CH3:1][C:2]1[CH:17]=[C:16]([N+:18]([O-])=O)[CH:15]=[CH:14][C:3]=1[O:4][C:5]1[CH:6]=[CH:7][C:8]([CH2:12][OH:13])=[N+:9]([O-:11])[CH:10]=1, predict the reaction product. The product is: [NH2:18][C:16]1[CH:15]=[CH:14][C:3]([O:4][C:5]2[CH:6]=[CH:7][C:8]([CH2:12][OH:13])=[N+:9]([O-:11])[CH:10]=2)=[C:2]([CH3:1])[CH:17]=1. (3) Given the reactants [N:1]1[CH:6]=[CH:5][CH:4]=[C:3]([NH:7][S:8]([C:11]2[CH:12]=[C:13]3[C:17](=[CH:18][CH:19]=2)[NH:16][C:15](=[O:20])[CH2:14]3)(=[O:10])=[O:9])[CH:2]=1.[N:21]1([CH2:26][CH2:27][O:28][C:29]2[CH:30]=[C:31]3[C:35](=[CH:36][CH:37]=2)[NH:34][C:33]([CH:38]=O)=[CH:32]3)[CH2:25][CH2:24][CH2:23][CH2:22]1, predict the reaction product. The product is: [N:1]1[CH:6]=[CH:5][CH:4]=[C:3]([NH:7][S:8]([C:11]2[CH:12]=[C:13]3[C:17](=[CH:18][CH:19]=2)[NH:16][C:15](=[O:20])[C:14]3=[CH:38][C:33]2[NH:34][C:35]3[C:31]([CH:32]=2)=[CH:30][C:29]([O:28][CH2:27][CH2:26][N:21]2[CH2:25][CH2:24][CH2:23][CH2:22]2)=[CH:37][CH:36]=3)(=[O:10])=[O:9])[CH:2]=1. (4) Given the reactants [C:1]([C:5]1[N:9]([CH2:10][CH:11]2[CH2:16][CH2:15][O:14][CH2:13][CH2:12]2)[C:8]2[CH:17]=[CH:18][C:19]([S:21](Cl)(=[O:23])=[O:22])=[CH:20][C:7]=2[N:6]=1)([CH3:4])([CH3:3])[CH3:2].[CH3:25][C:26]1[CH:27]=[N:28][NH:29][CH:30]=1, predict the reaction product. The product is: [C:1]([C:5]1[N:9]([CH2:10][CH:11]2[CH2:16][CH2:15][O:14][CH2:13][CH2:12]2)[C:8]2[CH:17]=[CH:18][C:19]([S:21]([N:28]3[CH:27]=[C:26]([CH3:25])[CH:30]=[N:29]3)(=[O:23])=[O:22])=[CH:20][C:7]=2[N:6]=1)([CH3:4])([CH3:3])[CH3:2]. (5) Given the reactants [I:1][C:2]1[C:3]2[NH:16][CH:15]=[CH:14][C:4]=2[C:5]2[C:10]([CH:11]=1)=[N:9][C:8]([NH2:12])=[N:7][C:6]=2[NH2:13].[OH-].[Na+].I[CH3:20], predict the reaction product. The product is: [I:1][C:2]1[C:3]2[N:16]([CH3:20])[CH:15]=[CH:14][C:4]=2[C:5]2[C:10]([CH:11]=1)=[N:9][C:8]([NH2:12])=[N:7][C:6]=2[NH2:13].